The task is: Predict the product of the given reaction.. This data is from Forward reaction prediction with 1.9M reactions from USPTO patents (1976-2016). (1) Given the reactants [F:1][C:2]([F:16])([F:15])[C:3]1[CH:8]=[CH:7][CH:6]=[CH:5][C:4]=1[CH:9]1[CH2:14][CH2:13][NH:12][CH2:11][CH2:10]1.[ClH:17].O1CCOCC1, predict the reaction product. The product is: [ClH:17].[F:16][C:2]([F:1])([F:15])[C:3]1[CH:8]=[CH:7][CH:6]=[CH:5][C:4]=1[CH:9]1[CH2:10][CH2:11][NH:12][CH2:13][CH2:14]1. (2) Given the reactants C([O:5][C:6](=[O:30])[CH2:7][N:8]1[C:16]2[C:11](=[CH:12][C:13]([Cl:17])=[CH:14][CH:15]=2)[C:10]([C:18]2[C:27]3[C:22](=[CH:23][CH:24]=[CH:25][CH:26]=3)[C:21](=[O:28])[NH:20][N:19]=2)=[C:9]1[CH3:29])(C)(C)C.Cl[CH2:32][C:33]1[S:34][C:35]2[CH:41]=[CH:40][CH:39]=[CH:38][C:36]=2[N:37]=1, predict the reaction product. The product is: [S:34]1[C:35]2[CH:41]=[CH:40][CH:39]=[CH:38][C:36]=2[N:37]=[C:33]1[CH2:32][N:20]1[C:21](=[O:28])[C:22]2[C:27](=[CH:26][CH:25]=[CH:24][CH:23]=2)[C:18]([C:10]2[C:11]3[C:16](=[CH:15][CH:14]=[C:13]([Cl:17])[CH:12]=3)[N:8]([CH2:7][C:6]([OH:5])=[O:30])[C:9]=2[CH3:29])=[N:19]1. (3) Given the reactants C(O[C:4]([C:6]1[C:7]2[S:15][CH:14]=[C:13]([CH2:16][O:17][C:18]3[CH:23]=[CH:22][CH:21]=[C:20]([O:24][C:25]4[CH:30]=[CH:29][CH:28]=[CH:27][CH:26]=4)[CH:19]=3)[C:8]=2[C:9]([NH2:12])=[N:10][CH:11]=1)=[O:5])C.[CH2:31]([CH2:33][NH2:34])[OH:32], predict the reaction product. The product is: [OH:32][CH2:31][CH2:33][NH:34][C:4]([C:6]1[C:7]2[S:15][CH:14]=[C:13]([CH2:16][O:17][C:18]3[CH:23]=[CH:22][CH:21]=[C:20]([O:24][C:25]4[CH:26]=[CH:27][CH:28]=[CH:29][CH:30]=4)[CH:19]=3)[C:8]=2[C:9]([NH2:12])=[N:10][CH:11]=1)=[O:5]. (4) Given the reactants [CH3:1][O:2][CH2:3][C:4]1[CH:10]=[C:9]([N+:11]([O-])=O)[CH:8]=[CH:7][C:5]=1[NH2:6].[H][H], predict the reaction product. The product is: [CH3:1][O:2][CH2:3][C:4]1[CH:10]=[C:9]([NH2:11])[CH:8]=[CH:7][C:5]=1[NH2:6]. (5) Given the reactants Br[CH2:2][C:3]1[CH:4]=[C:5]([CH:9]=[C:10]([CH3:12])[CH:11]=1)[C:6]([OH:8])=[O:7].[OH2:13], predict the reaction product. The product is: [OH:13][CH2:2][C:3]1[CH:4]=[C:5]([CH:9]=[C:10]([CH3:12])[CH:11]=1)[C:6]([OH:8])=[O:7].